The task is: Predict the product of the given reaction.. This data is from Forward reaction prediction with 1.9M reactions from USPTO patents (1976-2016). (1) Given the reactants [OH:1][CH:2]1[CH2:7][CH2:6][CH2:5][N:4]([C:8]2[N:9]=[C:10]3[CH:27]=[C:26]([O:28][CH2:29][C:30]4[S:31][CH:32]=[C:33]([CH:35]([CH3:37])[CH3:36])[N:34]=4)[CH:25]=[CH:24][N:11]3[C:12](=[O:23])[C:13]=2/[CH:14]=[CH:15]/[C:16]([O:18]C(C)(C)C)=[O:17])[CH2:3]1.Cl, predict the reaction product. The product is: [OH:1][CH:2]1[CH2:7][CH2:6][CH2:5][N:4]([C:8]2[N:9]=[C:10]3[CH:27]=[C:26]([O:28][CH2:29][C:30]4[S:31][CH:32]=[C:33]([CH:35]([CH3:37])[CH3:36])[N:34]=4)[CH:25]=[CH:24][N:11]3[C:12](=[O:23])[C:13]=2/[CH:14]=[CH:15]/[C:16]([OH:18])=[O:17])[CH2:3]1. (2) Given the reactants [H-].[Na+].C(O)(C)(C)C.[H][H].[CH3:10][C:11]1[C:16]([C:17]([O:19]CC)=[O:18])=[CH:15][N:14]=[CH:13][CH:12]=1.[Br:22][C:23]1[CH:30]=[CH:29][C:26]([CH:27]=O)=[CH:25][CH:24]=1, predict the reaction product. The product is: [Br:22][C:23]1[CH:30]=[CH:29][C:26]([CH:27]=[CH:10][C:11]2[C:16]([C:17]([OH:19])=[O:18])=[CH:15][N:14]=[CH:13][CH:12]=2)=[CH:25][CH:24]=1. (3) Given the reactants [C:1]([O:5][C:6]([N:8]([CH2:25][CH:26]1[CH2:31][CH2:30][CH2:29][CH2:28][CH2:27]1)[C@@H:9]([CH2:13][CH2:14][C:15]1[N:19]([CH3:20])[C:18]2[CH:21]=[CH:22][CH:23]=[CH:24][C:17]=2[N:16]=1)[C:10]([OH:12])=O)=[O:7])([CH3:4])([CH3:3])[CH3:2].CCN=C=NCCCN(C)C.Cl.[CH2:44]([O:51][NH2:52])[C:45]1[CH:50]=[CH:49][CH:48]=[CH:47][CH:46]=1, predict the reaction product. The product is: [C:1]([O:5][C:6]([N:8]([CH2:25][CH:26]1[CH2:31][CH2:30][CH2:29][CH2:28][CH2:27]1)[C@@H:9]([CH2:13][CH2:14][C:15]1[N:19]([CH3:20])[C:18]2[CH:21]=[CH:22][CH:23]=[CH:24][C:17]=2[N:16]=1)[C:10]([NH:52][O:51][CH2:44][C:45]1[CH:50]=[CH:49][CH:48]=[CH:47][CH:46]=1)=[O:12])=[O:7])([CH3:2])([CH3:4])[CH3:3]. (4) The product is: [CH2:1]([C:3]([C:25]1[CH:30]=[CH:29][C:28]([OH:31])=[C:27]([CH3:32])[CH:26]=1)([C:6]1[CH:11]=[CH:10][C:9]([C:12]#[C:13][C:14]([O:23][CH2:40][O:41][CH3:42])([C:19]([F:20])([F:21])[F:22])[C:15]([F:18])([F:17])[F:16])=[C:8]([CH3:24])[CH:7]=1)[CH2:4][CH3:5])[CH3:2]. Given the reactants [CH2:1]([C:3]([C:25]1[CH:30]=[CH:29][C:28]([OH:31])=[C:27]([CH3:32])[CH:26]=1)([C:6]1[CH:11]=[CH:10][C:9]([C:12]#[C:13][C:14]([OH:23])([C:19]([F:22])([F:21])[F:20])[C:15]([F:18])([F:17])[F:16])=[C:8]([CH3:24])[CH:7]=1)[CH2:4][CH3:5])[CH3:2].C([O-])([O-])=O.[K+].[K+].Cl[CH2:40][O:41][CH3:42].[NH4+].[Cl-], predict the reaction product. (5) Given the reactants [OH:1][N:2]=[C:3]([NH2:10])[C:4]1[CH:9]=[CH:8][CH:7]=[N:6][CH:5]=1.[F:11][C:12]1[CH:20]=[CH:19][CH:18]=[CH:17][C:13]=1[C:14](O)=O.N, predict the reaction product. The product is: [F:11][C:12]1[CH:20]=[CH:19][CH:18]=[CH:17][C:13]=1[C:14]1[O:1][N:2]=[C:3]([C:4]2[CH:5]=[N:6][CH:7]=[CH:8][CH:9]=2)[N:10]=1. (6) Given the reactants F[C:2](F)(F)C(O)=O.[Cl:8][C:9]1[CH:17]=[C:16]([Cl:18])[CH:15]=[C:14]2[C:10]=1[CH:11]=[C:12]([C:19]([NH:21][C@H:22]1[CH2:26][CH2:25][NH:24][CH2:23]1)=[O:20])[NH:13]2.N, predict the reaction product. The product is: [Cl:8][C:9]1[CH:17]=[C:16]([Cl:18])[CH:15]=[C:14]2[C:10]=1[CH:11]=[C:12]([C:19]([NH:21][C@H:22]1[CH2:26][CH2:25][N:24]([CH3:2])[CH2:23]1)=[O:20])[NH:13]2. (7) The product is: [F:19][C:20]1[CH:25]=[CH:24][C:23]([C:26]2[O:27][C:28]([CH:31]3[CH2:36][CH2:35][N:34]([C:16](=[O:18])[CH2:15][CH2:14][S:13][CH2:12][C:4]4[NH:3][C:2](=[O:1])[C:11]5[C:6](=[CH:7][CH:8]=[CH:9][CH:10]=5)[N:5]=4)[CH2:33][CH2:32]3)=[N:29][N:30]=2)=[CH:22][CH:21]=1. Given the reactants [O:1]=[C:2]1[C:11]2[C:6](=[CH:7][CH:8]=[CH:9][CH:10]=2)[N:5]=[C:4]([CH2:12][S:13][CH2:14][CH2:15][C:16]([OH:18])=O)[NH:3]1.[F:19][C:20]1[CH:25]=[CH:24][C:23]([C:26]2[O:27][C:28]([CH:31]3[CH2:36][CH2:35][NH:34][CH2:33][CH2:32]3)=[N:29][N:30]=2)=[CH:22][CH:21]=1, predict the reaction product. (8) Given the reactants [NH:1]1[C:9]2[C:4](=[CH:5][C:6]([C:10]3[O:14][C:13]([SH:15])=[N:12][N:11]=3)=[CH:7][CH:8]=2)[CH:3]=[N:2]1.[OH-].[Na+].[F:18][C:19]([F:29])([F:28])[C:20]1[CH:21]=[C:22]([CH:25]=[CH:26][CH:27]=1)[CH2:23]Cl, predict the reaction product. The product is: [F:18][C:19]([F:28])([F:29])[C:20]1[CH:21]=[C:22]([CH:25]=[CH:26][CH:27]=1)[CH2:23][S:15][C:13]1[O:14][C:10]([C:6]2[CH:5]=[C:4]3[C:9](=[CH:8][CH:7]=2)[NH:1][N:2]=[CH:3]3)=[N:11][N:12]=1.